This data is from Catalyst prediction with 721,799 reactions and 888 catalyst types from USPTO. The task is: Predict which catalyst facilitates the given reaction. (1) Product: [CH2:37]([O:38][CH:39]([C:41]1[C:50]2[C:45](=[CH:46][CH:47]=[C:48]([C:51]3[CH:56]=[CH:55][CH:54]=[CH:53][C:52]=3[O:57][CH3:58])[CH:49]=2)[NH:44][C:43]([CH3:60])([CH3:59])[CH:42]=1)[CH3:40])/[CH:31]=[CH:32]/[CH3:33]. Reactant: C(OC(N1C2C(=CC(C3C=CC=CC=3OC)=CC=2)C(C(O)C)=CC1(C)C)=O)(C)(C)C.[CH:31]1([CH2:37][O:38][CH:39]([C:41]2[C:50]3[C:45](=[CH:46][CH:47]=[C:48]([C:51]4[CH:56]=[CH:55][CH:54]=[CH:53][C:52]=4[O:57][CH3:58])[CH:49]=3)[NH:44][C:43]([CH3:60])([CH3:59])[CH:42]=2)[CH3:40])CCC[CH2:33][CH2:32]1.C[Si]([N-][Si](C)(C)C)(C)C.[Na+].C1(CBr)CCCCC1. The catalyst class is: 1. (2) Reactant: [C:1]([O:5][C:6](=[O:13])[NH:7][CH:8]1[CH2:11][C:10](=O)[CH2:9]1)([CH3:4])([CH3:3])[CH3:2].[CH3:14][O:15][C:16](=[O:37])[CH:17]=P(C1C=CC=CC=1)(C1C=CC=CC=1)C1C=CC=CC=1.O. Product: [CH3:14][O:15][C:16](=[O:37])[CH:17]=[C:10]1[CH2:11][CH:8]([NH:7][C:6]([O:5][C:1]([CH3:4])([CH3:3])[CH3:2])=[O:13])[CH2:9]1. The catalyst class is: 11. (3) Reactant: [CH3:1][O:2][C:3]1[CH:10]=[C:9]([O:11][CH2:12][C:13]([CH2:54][O:55][CH2:56][CH2:57][CH2:58][CH2:59][CH2:60][CH2:61][CH2:62][CH2:63][CH2:64][CH2:65][CH2:66][CH2:67][CH2:68][CH2:69][CH2:70][CH2:71][CH2:72][CH3:73])([CH2:34][O:35][CH2:36][CH2:37][CH2:38][CH2:39][CH2:40][CH2:41][CH2:42][CH2:43][CH2:44][CH2:45][CH2:46][CH2:47][CH2:48][CH2:49][CH2:50][CH2:51][CH2:52][CH3:53])[CH2:14][O:15][CH2:16][CH2:17][CH2:18][CH2:19][CH2:20][CH2:21][CH2:22][CH2:23][CH2:24][CH2:25][CH2:26][CH2:27][CH2:28][CH2:29][CH2:30][CH2:31][CH2:32][CH3:33])[CH:8]=[CH:7][C:4]=1[CH:5]=[O:6].CO.[BH4-].[Na+].Cl. The catalyst class is: 396. Product: [CH3:1][O:2][C:3]1[CH:10]=[C:9]([O:11][CH2:12][C:13]([CH2:54][O:55][CH2:56][CH2:57][CH2:58][CH2:59][CH2:60][CH2:61][CH2:62][CH2:63][CH2:64][CH2:65][CH2:66][CH2:67][CH2:68][CH2:69][CH2:70][CH2:71][CH2:72][CH3:73])([CH2:34][O:35][CH2:36][CH2:37][CH2:38][CH2:39][CH2:40][CH2:41][CH2:42][CH2:43][CH2:44][CH2:45][CH2:46][CH2:47][CH2:48][CH2:49][CH2:50][CH2:51][CH2:52][CH3:53])[CH2:14][O:15][CH2:16][CH2:17][CH2:18][CH2:19][CH2:20][CH2:21][CH2:22][CH2:23][CH2:24][CH2:25][CH2:26][CH2:27][CH2:28][CH2:29][CH2:30][CH2:31][CH2:32][CH3:33])[CH:8]=[CH:7][C:4]=1[CH2:5][OH:6]. (4) The catalyst class is: 248. Reactant: C(N(CC)CC)C.[CH3:8][O:9][C:10]1[N:11]=[CH:12][C:13]2[CH:19]=[C:18]([C:20]([OH:22])=O)[C:17](=[O:23])[NH:16][C:14]=2[N:15]=1.CN(C(ON1N=NC2C=CC=NC1=2)=[N+](C)C)C.F[P-](F)(F)(F)(F)F.[NH2:48][C:49]1[CH:50]=[C:51]([CH:62]=[CH:63][C:64]=1[CH3:65])[C:52]([NH:54][CH2:55][C:56]1[CH:61]=[CH:60][CH:59]=[CH:58][CH:57]=1)=[O:53].C(=O)(O)[O-].[Na+]. Product: [CH2:55]([NH:54][C:52]([C:51]1[CH:62]=[CH:63][C:64]([CH3:65])=[C:49]([NH:48][C:20]([C:18]2[C:17](=[O:23])[NH:16][C:14]3[N:15]=[C:10]([O:9][CH3:8])[N:11]=[CH:12][C:13]=3[CH:19]=2)=[O:22])[CH:50]=1)=[O:53])[C:56]1[CH:57]=[CH:58][CH:59]=[CH:60][CH:61]=1.